From a dataset of Peptide-MHC class I binding affinity with 185,985 pairs from IEDB/IMGT. Regression. Given a peptide amino acid sequence and an MHC pseudo amino acid sequence, predict their binding affinity value. This is MHC class I binding data. (1) The peptide sequence is ETIEILRNY. The MHC is HLA-A02:12 with pseudo-sequence HLA-A02:12. The binding affinity (normalized) is 0.0847. (2) The peptide sequence is GFTPPHGGL. The MHC is Patr-A0701 with pseudo-sequence Patr-A0701. The binding affinity (normalized) is 0. (3) The peptide sequence is LLLHSLTPL. The MHC is HLA-A02:01 with pseudo-sequence HLA-A02:01. The binding affinity (normalized) is 0.822. (4) The peptide sequence is YGSWFGLIY. The MHC is HLA-A02:16 with pseudo-sequence HLA-A02:16. The binding affinity (normalized) is 0.0847. (5) The peptide sequence is VIPMFSAL. The MHC is HLA-B45:01 with pseudo-sequence HLA-B45:01. The binding affinity (normalized) is 0. (6) The peptide sequence is ACMDGFEVV. The MHC is HLA-A11:01 with pseudo-sequence HLA-A11:01. The binding affinity (normalized) is 0.0847. (7) The peptide sequence is YPARVKCAL. The MHC is HLA-B48:01 with pseudo-sequence HLA-B48:01. The binding affinity (normalized) is 0.0847.